From a dataset of Forward reaction prediction with 1.9M reactions from USPTO patents (1976-2016). Predict the product of the given reaction. Given the reactants [NH2:1][C:2]1[CH:9]=[CH:8][CH:7]=[CH:6][C:3]=1[C:4]#[N:5].C(N(CC)CC)C.[C:17](Cl)(=[O:24])[C:18]1[CH:23]=[CH:22][CH:21]=[CH:20][CH:19]=1, predict the reaction product. The product is: [C:4]([C:3]1[CH:6]=[CH:7][CH:8]=[CH:9][C:2]=1[NH:1][C:17](=[O:24])[C:18]1[CH:23]=[CH:22][CH:21]=[CH:20][CH:19]=1)#[N:5].